From a dataset of Full USPTO retrosynthesis dataset with 1.9M reactions from patents (1976-2016). Predict the reactants needed to synthesize the given product. (1) Given the product [CH:1]1([CH2:8][NH:9][C:10]([C:12]2[C:13]3[CH:14]=[CH:15][N:16]([CH2:23][CH:24]([OH:25])[CH2:28][OH:27])[C:17](=[O:22])[C:18]=3[CH:19]=[CH:20][CH:21]=2)=[O:11])[CH2:7][CH2:6][CH2:5][CH2:4][CH2:3][CH2:2]1, predict the reactants needed to synthesize it. The reactants are: [CH:1]1([CH2:8][NH:9][C:10]([C:12]2[C:13]3[CH:14]=[CH:15][N:16]([CH2:23][CH:24]4[CH2:28][O:27]C(C)(C)[O:25]4)[C:17](=[O:22])[C:18]=3[CH:19]=[CH:20][CH:21]=2)=[O:11])[CH2:7][CH2:6][CH2:5][CH2:4][CH2:3][CH2:2]1.Cl.C(Cl)Cl. (2) Given the product [F:4][C:5]1[CH:6]=[CH:7][C:8](/[C:11](=[N:22]\[O:23][CH2:24][C:25]2[CH:30]=[CH:29][C:28]([O:31][CH2:32][C:33]3[N:34]=[C:35]([C:39]4[CH:40]=[CH:41][CH:42]=[CH:43][CH:44]=4)[O:36][C:37]=3[CH3:38])=[CH:27][CH:26]=2)/[CH2:12][CH2:13][CH2:14][CH2:15][CH2:16][CH2:17][C:18]([OH:20])=[O:19])=[CH:9][CH:10]=1, predict the reactants needed to synthesize it. The reactants are: O.[OH-].[Li+].[F:4][C:5]1[CH:10]=[CH:9][C:8](/[C:11](=[N:22]\[O:23][CH2:24][C:25]2[CH:30]=[CH:29][C:28]([O:31][CH2:32][C:33]3[N:34]=[C:35]([C:39]4[CH:44]=[CH:43][CH:42]=[CH:41][CH:40]=4)[O:36][C:37]=3[CH3:38])=[CH:27][CH:26]=2)/[CH2:12][CH2:13][CH2:14][CH2:15][CH2:16][CH2:17][C:18]([O:20]C)=[O:19])=[CH:7][CH:6]=1.O.Cl.